From a dataset of NCI-60 drug combinations with 297,098 pairs across 59 cell lines. Regression. Given two drug SMILES strings and cell line genomic features, predict the synergy score measuring deviation from expected non-interaction effect. (1) Drug 1: C1CC(=O)NC(=O)C1N2CC3=C(C2=O)C=CC=C3N. Drug 2: CC(C)NC(=O)C1=CC=C(C=C1)CNNC.Cl. Cell line: HCC-2998. Synergy scores: CSS=-1.57, Synergy_ZIP=1.02, Synergy_Bliss=-0.186, Synergy_Loewe=-0.707, Synergy_HSA=-1.92. (2) Drug 1: CN1CCC(CC1)COC2=C(C=C3C(=C2)N=CN=C3NC4=C(C=C(C=C4)Br)F)OC. Drug 2: CCC(=C(C1=CC=CC=C1)C2=CC=C(C=C2)OCCN(C)C)C3=CC=CC=C3.C(C(=O)O)C(CC(=O)O)(C(=O)O)O. Cell line: MDA-MB-435. Synergy scores: CSS=8.48, Synergy_ZIP=2.34, Synergy_Bliss=10.5, Synergy_Loewe=5.29, Synergy_HSA=6.76. (3) Drug 1: CC12CCC(CC1=CCC3C2CCC4(C3CC=C4C5=CN=CC=C5)C)O. Drug 2: CCC1=CC2CC(C3=C(CN(C2)C1)C4=CC=CC=C4N3)(C5=C(C=C6C(=C5)C78CCN9C7C(C=CC9)(C(C(C8N6C)(C(=O)OC)O)OC(=O)C)CC)OC)C(=O)OC.C(C(C(=O)O)O)(C(=O)O)O. Cell line: OVCAR-5. Synergy scores: CSS=50.3, Synergy_ZIP=-1.00, Synergy_Bliss=2.02, Synergy_Loewe=-25.6, Synergy_HSA=2.34.